Predict the reaction yield, written as a fraction of the theoretical maximum amount of product (1.0 means a 100% yield; for example, 0.34 means a 34% yield). From a dataset of Reaction yield outcomes from USPTO patents with 853,638 reactions. (1) The reactants are [Cl:1][C:2]1[CH:17]=[C:16]([Cl:18])[C:15]([O:19][CH2:20][C:21]2[CH:26]=[CH:25][C:24]([O:27][CH3:28])=[CH:23][CH:22]=2)=[CH:14][C:3]=1[O:4][C:5]1[N:9]([CH3:10])[N:8]=[C:7]([CH3:11])[C:6]=1[CH:12]=[O:13].CC(C)=[O:31].OS(O)(=O)=O.O=[Cr](=O)=O.O. The catalyst is CC(C)=O. The product is [Cl:1][C:2]1[CH:17]=[C:16]([Cl:18])[C:15]([O:19][CH2:20][C:21]2[CH:22]=[CH:23][C:24]([O:27][CH3:28])=[CH:25][CH:26]=2)=[CH:14][C:3]=1[O:4][C:5]1[N:9]([CH3:10])[N:8]=[C:7]([CH3:11])[C:6]=1[C:12]([OH:31])=[O:13]. The yield is 0.910. (2) The reactants are C([O:3][C:4]([C:6]1([CH2:11][C:12]2[CH:17]=[CH:16][CH:15]=[CH:14][CH:13]=2)[CH2:10][CH2:9][CH2:8][CH2:7]1)=[O:5])C.O.[OH-].[Li+]. The catalyst is C1COCC1.CO.O. The product is [CH2:11]([C:6]1([C:4]([OH:5])=[O:3])[CH2:10][CH2:9][CH2:8][CH2:7]1)[C:12]1[CH:17]=[CH:16][CH:15]=[CH:14][CH:13]=1. The yield is 0.960. (3) The reactants are [Cl:1][C:2]1[NH:6][C:5]2[C:7]([C:17]([O:19][CH3:20])=[O:18])=[CH:8][C:9]([N:11]3[CH2:16][CH2:15][O:14][CH2:13][CH2:12]3)=[CH:10][C:4]=2[N:3]=1.C(=O)([O-])[O-].[K+].[K+].Br[CH2:28][C:29]1[CH:34]=[CH:33][CH:32]=[C:31]([C:35]([F:38])([F:37])[F:36])[C:30]=1[CH3:39].O. The catalyst is CN(C)C=O. The product is [Cl:1][C:2]1[N:3]([CH2:28][C:29]2[CH:34]=[CH:33][CH:32]=[C:31]([C:35]([F:36])([F:37])[F:38])[C:30]=2[CH3:39])[C:4]2[CH:10]=[C:9]([N:11]3[CH2:16][CH2:15][O:14][CH2:13][CH2:12]3)[CH:8]=[C:7]([C:17]([O:19][CH3:20])=[O:18])[C:5]=2[N:6]=1. The yield is 0.830. (4) The reactants are [Cl:1][C:2]1[N:11]=[C:10](Cl)[C:9]2[C:4](=[CH:5][CH:6]=[CH:7][CH:8]=2)[N:3]=1.[NH:13]([CH3:15])[CH3:14].C([O-])(O)=O.[Na+]. The catalyst is C1COCC1. The product is [Cl:1][C:2]1[N:11]=[C:10]([N:13]([CH3:15])[CH3:14])[C:9]2[C:4](=[CH:5][CH:6]=[CH:7][CH:8]=2)[N:3]=1. The yield is 0.940. (5) The reactants are [CH:1]1([O:6][C:7]2[N:12]=[CH:11][C:10]([NH2:13])=[CH:9][CH:8]=2)[CH2:5][CH2:4][CH2:3][CH2:2]1.Cl[C:15]([O:17][C:18]1[CH:23]=[CH:22][C:21]([N+:24]([O-:26])=[O:25])=[CH:20][CH:19]=1)=[O:16]. The catalyst is C1COCC1. The product is [N+:24]([C:21]1[CH:20]=[CH:19][C:18]([O:17][C:15](=[O:16])[NH:13][C:10]2[CH:11]=[N:12][C:7]([O:6][CH:1]3[CH2:2][CH2:3][CH2:4][CH2:5]3)=[CH:8][CH:9]=2)=[CH:23][CH:22]=1)([O-:26])=[O:25]. The yield is 0.770.